Dataset: Reaction yield outcomes from USPTO patents with 853,638 reactions. Task: Predict the reaction yield, written as a fraction of the theoretical maximum amount of product (1.0 means a 100% yield; for example, 0.34 means a 34% yield). (1) The reactants are [CH2:1]([O:3][P:4](/[CH:9]=[CH:10]/[C:11]1[C:12]([O:22][CH2:23][C:24]2[CH:25]=[CH:26][C:27]([O:34][CH2:35][C:36]3[N:37]=[C:38]([C:42]4[O:43][CH:44]=[CH:45][CH:46]=4)[O:39][C:40]=3[CH3:41])=[C:28]([CH:33]=2)[C:29]([O:31]C)=[O:30])=[N:13][N:14]([C:16]2[CH:21]=[CH:20][CH:19]=[CH:18][CH:17]=2)[CH:15]=1)([O:6][CH2:7][CH3:8])=[O:5])[CH3:2].O1CCCC1.[OH-].[Na+].Cl. The catalyst is O.C(O)C. The product is [CH2:7]([O:6][P:4](/[CH:9]=[CH:10]/[C:11]1[C:12]([O:22][CH2:23][C:24]2[CH:25]=[CH:26][C:27]([O:34][CH2:35][C:36]3[N:37]=[C:38]([C:42]4[O:43][CH:44]=[CH:45][CH:46]=4)[O:39][C:40]=3[CH3:41])=[C:28]([CH:33]=2)[C:29]([OH:31])=[O:30])=[N:13][N:14]([C:16]2[CH:21]=[CH:20][CH:19]=[CH:18][CH:17]=2)[CH:15]=1)([O:3][CH2:1][CH3:2])=[O:5])[CH3:8]. The yield is 0.740. (2) The reactants are [CH3:1][O:2][C:3]1[CH:4]=[C:5]2[C:10](=[CH:11][C:12]=1[O:13][CH3:14])[N:9]=[CH:8][CH:7]=[C:6]2[O:15][C:16]1[CH:22]=[CH:21][C:19]([NH2:20])=[C:18]([CH3:23])[C:17]=1[CH3:24].[C:25]1(C)C=CC=CC=1.C(N(CC)CC)C.ClC(Cl)(O[C:43](=[O:49])[O:44][C:45](Cl)(Cl)Cl)Cl.[F:51][C:52]([F:64])([F:63])[O:53][C:54]1[CH:62]=[CH:61][C:57](C(O)C)=[CH:56][CH:55]=1. The catalyst is C(Cl)Cl. The product is [CH3:1][O:2][C:3]1[CH:4]=[C:5]2[C:10](=[CH:11][C:12]=1[O:13][CH3:14])[N:9]=[CH:8][CH:7]=[C:6]2[O:15][C:16]1[CH:22]=[CH:21][C:19]([NH:20][C:43](=[O:49])[O:44][CH:45]([C:61]2[CH:57]=[CH:56][CH:55]=[C:54]([O:53][C:52]([F:51])([F:63])[F:64])[CH:62]=2)[CH3:25])=[C:18]([CH3:23])[C:17]=1[CH3:24]. The yield is 0.460. (3) The reactants are [Br:1][C:2]1[CH:16]=[CH:15][C:5]([N:6]([CH2:11][CH:12]([CH3:14])[CH3:13])[CH2:7][CH:8]([CH3:10])[CH3:9])=[C:4]([N+:17]([O-])=O)[C:3]=1[F:20].O.[Cl-].[NH4+]. The catalyst is C(O)C.ClCCl.[Zn]. The product is [Br:1][C:2]1[C:3]([F:20])=[C:4]([NH2:17])[C:5]([N:6]([CH2:11][CH:12]([CH3:14])[CH3:13])[CH2:7][CH:8]([CH3:9])[CH3:10])=[CH:15][CH:16]=1. The yield is 0.980. (4) The catalyst is O1CCCC1. The reactants are C(N(CC)CC)C.[NH:8]1[CH2:13][CH2:12][CH:11]([NH:14][C:15]2[CH:16]=[C:17]3[C:21](=[CH:22][CH:23]=2)[NH:20][N:19]=[CH:18]3)[CH2:10][CH2:9]1.[C:24](Cl)(=[O:26])[CH3:25].[OH-].[Na+]. The product is [C:24]([N:8]1[CH2:9][CH2:10][CH:11]([NH:14][C:15]2[CH:16]=[C:17]3[C:21](=[CH:22][CH:23]=2)[NH:20][N:19]=[CH:18]3)[CH2:12][CH2:13]1)(=[O:26])[CH3:25]. The yield is 0.600. (5) The reactants are [C:1]([S:14]([NH:17][CH2:18][CH2:19][CH3:20])(=[O:16])=[O:15])([C:4]([C:7]([C:10]([F:13])([F:12])[F:11])([F:9])[F:8])([F:6])[F:5])([F:3])[F:2].[OH-:21].[Na+:22].[OH2:23]. No catalyst specified. The product is [C:1]([S:14]([N:17]([CH2:7][CH:4]([CH2:1][S:14]([O:16][Na:22])(=[O:15])=[O:23])[OH:21])[CH2:18][CH2:19][CH3:20])(=[O:15])=[O:16])([C:4]([C:7]([C:10]([F:13])([F:11])[F:12])([F:9])[F:8])([F:6])[F:5])([F:3])[F:2]. The yield is 0.810.